Dataset: Reaction yield outcomes from USPTO patents with 853,638 reactions. Task: Predict the reaction yield, written as a fraction of the theoretical maximum amount of product (1.0 means a 100% yield; for example, 0.34 means a 34% yield). (1) The reactants are C(OC([N:8](C(OC(C)(C)C)=O)[C:9]1[N:14]=[C:13]([C:15]2[N:16]=[C:17]([N:24]([C:32]3[CH:37]=[CH:36][C:35]([N:38]4[CH2:43][CH2:42][N:41]([CH2:44]C5COC5)[CH2:40][CH2:39]4)=[CH:34][CH:33]=3)C(=O)OC(C)(C)C)[C:18]3[N:19]([CH:21]=[CH:22][N:23]=3)[CH:20]=2)[CH:12]=[N:11][CH:10]=1)=O)(C)(C)C.[C:56]([OH:62])([C:58](F)(F)F)=O.[O:63]1CC[CH2:64]1. The catalyst is C(Cl)Cl. The product is [NH2:8][C:9]1[N:14]=[C:13]([C:15]2[N:16]=[C:17]([NH:24][C:32]3[CH:33]=[CH:34][C:35]([N:38]4[CH2:39][CH2:40][N:41]([CH2:44][CH:58]([CH2:56][OH:62])[CH2:64][OH:63])[CH2:42][CH2:43]4)=[CH:36][CH:37]=3)[C:18]3[N:19]([CH:21]=[CH:22][N:23]=3)[CH:20]=2)[CH:12]=[N:11][CH:10]=1. The yield is 0.314. (2) The reactants are ClCCl.[F:4][C:5]1[CH:10]=[CH:9][C:8]([C@@:11]2([OH:25])[CH2:16][CH2:15][N:14]([C:17]([O:19][C:20]([CH3:23])([CH3:22])[CH3:21])=[O:18])[CH2:13][C@@H:12]2[OH:24])=[CH:7][CH:6]=1.[C:26](O[C:26](=[O:31])[C:27]([CH3:30])([CH3:29])[CH3:28])(=[O:31])[C:27]([CH3:30])([CH3:29])[CH3:28].C(N(CC)CC)C. The catalyst is CN(C)C1C=CN=CC=1.C(OCC)(=O)C. The product is [F:4][C:5]1[CH:6]=[CH:7][C:8]([C@@:11]2([OH:25])[CH2:16][CH2:15][N:14]([C:17]([O:19][C:20]([CH3:22])([CH3:21])[CH3:23])=[O:18])[CH2:13][C@@H:12]2[O:24][C:26](=[O:31])[C:27]([CH3:30])([CH3:29])[CH3:28])=[CH:9][CH:10]=1. The yield is 0.980. (3) The reactants are [CH2:1]([Mg]Br)[CH3:2].[C:5]([C:9]1[CH2:13][CH2:12][C:11](=O)[CH:10]=1)([CH3:8])([CH3:7])[CH3:6].Cl. The catalyst is C(OCC)C. The product is [CH2:1]([C:12]1[CH2:11][CH:10]=[C:9]([C:5]([CH3:8])([CH3:7])[CH3:6])[CH:13]=1)[CH3:2]. The yield is 0.750. (4) The reactants are [N:1]1[C:10]2[C:5](=[CH:6][CH:7]=[CH:8][CH:9]=2)[CH:4]=[C:3]([C:11]2[C:17]3[CH:18]=[CH:19][CH:20]=[CH:21][C:16]=3[NH:15][CH2:14][CH2:13][N:12]=2)[CH:2]=1.[C:22](OC(=O)C)(=[O:24])[CH3:23].N1C=CC=CC=1.C(OCC)(=O)C. The catalyst is C(Cl)Cl. The product is [C:22]([N:15]1[C:16]2[CH:21]=[CH:20][CH:19]=[CH:18][C:17]=2[C:11]([C:3]2[CH:2]=[N:1][C:10]3[C:5]([CH:4]=2)=[CH:6][CH:7]=[CH:8][CH:9]=3)=[N:12][CH2:13][CH2:14]1)(=[O:24])[CH3:23]. The yield is 0.150. (5) The reactants are [Br:1][C:2]1[CH:3]=[C:4]([C:8]2[CH:20]=[CH:19][C:11]3[NH:12][C:13](=O)[O:14][C:15]([CH3:17])([CH3:16])[C:10]=3[CH:9]=2)[CH:5]=[CH:6][CH:7]=1.COC1C=CC(P2(SP(C3C=CC(OC)=CC=3)(=S)S2)=[S:30])=CC=1. The catalyst is C1(C)C=CC=CC=1. The product is [Br:1][C:2]1[CH:3]=[C:4]([C:8]2[CH:20]=[CH:19][C:11]3[NH:12][C:13](=[S:30])[O:14][C:15]([CH3:17])([CH3:16])[C:10]=3[CH:9]=2)[CH:5]=[CH:6][CH:7]=1. The yield is 0.610. (6) The reactants are [F:1][C:2]1[CH:3]=[C:4]([CH:9]=[C:10]([F:12])[CH:11]=1)[C:5]([O:7][CH3:8])=[O:6].C([N-]C(C)C)(C)C.[Li+].CN(C)[CH:23]=[O:24].[Cl-].[NH4+]. The catalyst is O1CCCC1. The product is [F:1][C:2]1[CH:3]=[C:4]([CH:9]=[C:10]([F:12])[C:11]=1[CH:23]=[O:24])[C:5]([O:7][CH3:8])=[O:6]. The yield is 0.312.